This data is from Reaction yield outcomes from USPTO patents with 853,638 reactions. The task is: Predict the reaction yield, written as a fraction of the theoretical maximum amount of product (1.0 means a 100% yield; for example, 0.34 means a 34% yield). (1) The reactants are C[O:2][C:3](=[O:16])[C:4]1[CH:9]=[CH:8][C:7]([O:10][CH2:11][CH2:12][N:13]([CH3:15])[CH3:14])=[CH:6][CH:5]=1.[OH-].[Li+]. The catalyst is CO. The product is [CH3:14][N:13]([CH3:15])[CH2:12][CH2:11][O:10][C:7]1[CH:8]=[CH:9][C:4]([C:3]([OH:16])=[O:2])=[CH:5][CH:6]=1. The yield is 0.800. (2) The reactants are C[O:2][C:3](=O)[CH2:4][C:5]1[N:6]=[C:7]([C:11]2[CH:16]=[CH:15][CH:14]=[CH:13][CH:12]=2)[O:8][C:9]=1[CH3:10].[H-].[H-].[H-].[H-].[Li+].[Al+3].[OH-].[Na+].[O-]S([O-])(=O)=O.[Mg+2]. The catalyst is CCOCC.O. The product is [CH3:10][C:9]1[O:8][C:7]([C:11]2[CH:16]=[CH:15][CH:14]=[CH:13][CH:12]=2)=[N:6][C:5]=1[CH2:4][CH2:3][OH:2]. The yield is 0.800. (3) The reactants are [Cl:1][C:2]1[CH:8]=[CH:7][C:5]([NH2:6])=[CH:4][C:3]=1[CH3:9].Cl.[N:11]([O-])=O.[Na+].[F:15][B-:16]([F:19])([F:18])[F:17].[Na+]. The catalyst is O. The product is [F:15][B-:16]([F:19])([F:18])[F:17].[Cl:1][C:2]1[CH:8]=[CH:7][C:5]([N+:6]#[N:11])=[CH:4][C:3]=1[CH3:9]. The yield is 0.950.